Dataset: Reaction yield outcomes from USPTO patents with 853,638 reactions. Task: Predict the reaction yield, written as a fraction of the theoretical maximum amount of product (1.0 means a 100% yield; for example, 0.34 means a 34% yield). (1) The reactants are B(F)(F)F.[N:5]1[C:14]2[C:9](=[CH:10][CH:11]=[C:12]([C:15]([O:17][CH3:18])=[O:16])[CH:13]=2)[CH:8]=[CH:7][CH:6]=1.C([BH3-])#N.[Na+]. The catalyst is CO. The product is [NH:5]1[C:14]2[C:9](=[CH:10][CH:11]=[C:12]([C:15]([O:17][CH3:18])=[O:16])[CH:13]=2)[CH2:8][CH2:7][CH2:6]1. The yield is 0.673. (2) The reactants are [CH2:1]([NH:8][C:9]([N:11]1[CH2:16][CH2:15][N:14]([S:17]([C:20]2[CH:25]=[CH:24][C:23]([NH2:26])=[CH:22][CH:21]=2)(=[O:19])=[O:18])[CH2:13][CH2:12]1)=[O:10])[C:2]1[CH:7]=[CH:6][CH:5]=[CH:4][CH:3]=1.C(N(C(C)C)CC)(C)C.[C:36](Cl)(=[O:39])[CH:37]=[CH2:38]. The catalyst is CN(C=O)C. The product is [CH2:1]([NH:8][C:9]([N:11]1[CH2:12][CH2:13][N:14]([S:17]([C:20]2[CH:21]=[CH:22][C:23]([NH:26][C:36](=[O:39])[CH:37]=[CH2:38])=[CH:24][CH:25]=2)(=[O:19])=[O:18])[CH2:15][CH2:16]1)=[O:10])[C:2]1[CH:7]=[CH:6][CH:5]=[CH:4][CH:3]=1. The yield is 0.100. (3) The reactants are [Br:1][C:2]1[CH:17]=[CH:16][C:5]([O:6][C:7]2[CH:14]=[CH:13][C:10]([C:11]#[N:12])=[CH:9][C:8]=2[Cl:15])=[CH:4][C:3]=1[CH:18]=[O:19].[BH4-].[Na+]. The catalyst is CO. The product is [Br:1][C:2]1[CH:17]=[CH:16][C:5]([O:6][C:7]2[CH:14]=[CH:13][C:10]([C:11]#[N:12])=[CH:9][C:8]=2[Cl:15])=[CH:4][C:3]=1[CH2:18][OH:19]. The yield is 0.850. (4) The reactants are [Cl:1][C:2]1[C:7]([F:8])=[C:6]([Cl:9])[CH:5]=[CH:4][C:3]=1[N:10]1[C:14]([C:15]2[CH:20]=[CH:19][C:18]([O:21][CH3:22])=[CH:17][CH:16]=2)=[C:13]([CH3:23])[C:12]([C:24](O)=[O:25])=[N:11]1.C(Cl)(=O)C(Cl)=O.CCN(CC)CC.[NH2:40][N:41]1[CH2:46][CH2:45][CH2:44][CH2:43][CH2:42]1. The catalyst is ClCCl.CN(C=O)C. The product is [N:41]1([NH:40][C:24]([C:12]2[C:13]([CH3:23])=[C:14]([C:15]3[CH:20]=[CH:19][C:18]([O:21][CH3:22])=[CH:17][CH:16]=3)[N:10]([C:3]3[CH:4]=[CH:5][C:6]([Cl:9])=[C:7]([F:8])[C:2]=3[Cl:1])[N:11]=2)=[O:25])[CH2:46][CH2:45][CH2:44][CH2:43][CH2:42]1. The yield is 0.480. (5) The reactants are [CH3:1][C:2]1[CH2:11][CH2:10][C:6](=[C:7]([CH3:9])[CH3:8])[C:4](=[O:5])[CH:3]=1.[H][H]. The catalyst is C(OCC)(=O)C. The product is [CH3:1][C@H:2]1[CH2:3][C:4](=[O:5])[C:6](=[C:7]([CH3:8])[CH3:9])[CH2:10][CH2:11]1. The yield is 0.900. (6) The reactants are [Cl:1][C:2]1[CH:3]=[CH:4][C:5]([O:8][CH:9]([CH:11]2[CH:15]([C:16]3[CH:21]=[CH:20][C:19]([Cl:22])=[C:18]([Cl:23])[CH:17]=3)[CH2:14][N:13]([C:24](Cl)=[O:25])[CH2:12]2)[CH3:10])=[N:6][CH:7]=1.CCN(CC)CC.[CH3:34][N:35]([CH3:44])[CH2:36][CH2:37][N:38]1[CH2:43][CH2:42][NH:41][CH2:40][CH2:39]1. The catalyst is C(Cl)Cl. The product is [Cl:1][C:2]1[CH:3]=[CH:4][C:5]([O:8][CH:9]([CH:11]2[CH:15]([C:16]3[CH:21]=[CH:20][C:19]([Cl:22])=[C:18]([Cl:23])[CH:17]=3)[CH2:14][N:13]([C:24]([N:41]3[CH2:42][CH2:43][N:38]([CH2:37][CH2:36][N:35]([CH3:44])[CH3:34])[CH2:39][CH2:40]3)=[O:25])[CH2:12]2)[CH3:10])=[N:6][CH:7]=1. The yield is 0.350. (7) The reactants are [Br:1][C:2]1[CH:3]=[C:4]([C:12]2([NH2:15])[CH2:14][CH2:13]2)[CH:5]=[C:6]([C:8]([F:11])([F:10])[F:9])[CH:7]=1.C([O-])([O-])=O.[K+].[K+].[C:22](O[C:22]([O:24][C:25]([CH3:28])([CH3:27])[CH3:26])=[O:23])([O:24][C:25]([CH3:28])([CH3:27])[CH3:26])=[O:23]. The catalyst is C1COCC1.O.O. The product is [Br:1][C:2]1[CH:3]=[C:4]([C:12]2([NH:15][C:22](=[O:23])[O:24][C:25]([CH3:28])([CH3:27])[CH3:26])[CH2:14][CH2:13]2)[CH:5]=[C:6]([C:8]([F:10])([F:11])[F:9])[CH:7]=1. The yield is 0.610. (8) The yield is 0.376. The catalyst is CS(C)=O.O. The reactants are Cl[C:2]1[C:11]2[C:6](=[CH:7][CH:8]=[CH:9][CH:10]=2)[C:5]([O:12][CH:13]2[CH2:15][CH2:14]2)=[CH:4][N:3]=1.[F-:16].[Cs+]. The product is [F:16][C:2]1[C:11]2[C:6](=[CH:7][CH:8]=[CH:9][CH:10]=2)[C:5]([O:12][CH:13]2[CH2:15][CH2:14]2)=[CH:4][N:3]=1.